This data is from Catalyst prediction with 721,799 reactions and 888 catalyst types from USPTO. The task is: Predict which catalyst facilitates the given reaction. Reactant: [BH4-].C([Na])#N.C(O)(=O)C.[N:9]1[CH:14]=[CH:13][CH:12]=[C:11]([C:15]2[C:16]3[CH:23]=[CH:22][C:21]([C:24]4[CH:25]=[C:26]([NH2:30])[CH:27]=[CH:28][CH:29]=4)=[CH:20][C:17]=3[S:18][CH:19]=2)[CH:10]=1.[CH3:31][C:32]([CH3:34])=O.Cl. Product: [CH:32]([NH:30][C:26]1[CH:27]=[CH:28][CH:29]=[C:24]([C:21]2[CH:22]=[CH:23][C:16]3[C:15]([C:11]4[CH:10]=[N:9][CH:14]=[CH:13][CH:12]=4)=[CH:19][S:18][C:17]=3[CH:20]=2)[CH:25]=1)([CH3:34])[CH3:31]. The catalyst class is: 5.